This data is from TCR-epitope binding with 47,182 pairs between 192 epitopes and 23,139 TCRs. The task is: Binary Classification. Given a T-cell receptor sequence (or CDR3 region) and an epitope sequence, predict whether binding occurs between them. (1) The epitope is KLFIRQEEV. The TCR CDR3 sequence is CASSPQYKWEQYF. Result: 1 (the TCR binds to the epitope). (2) The epitope is AMFWSVPTV. Result: 0 (the TCR does not bind to the epitope). The TCR CDR3 sequence is CASSVSGDLGDTQYF.